This data is from Catalyst prediction with 721,799 reactions and 888 catalyst types from USPTO. The task is: Predict which catalyst facilitates the given reaction. Reactant: [N:1]1([CH2:6][CH2:7][N:8]2[C:16]3[C:11](=[CH:12][CH:13]=[CH:14][CH:15]=3)[C:10]([C:17]3[O:21][N:20]=[C:19]([CH2:22][NH:23]C(=O)C4C=CC=CC=4)[N:18]=3)=[N:9]2)[CH:5]=[CH:4][N:3]=[CH:2]1.[CH3:32][O:33][C:34]1[C:39]([O:40][CH3:41])=[CH:38][CH:37]=[CH:36][C:35]=1[S:42](Cl)(=[O:44])=[O:43].C(=O)([O-])[O-].[Na+].[Na+]. Product: [N:1]1([CH2:6][CH2:7][N:8]2[C:16]3[C:11](=[CH:12][CH:13]=[CH:14][CH:15]=3)[C:10]([C:17]3[O:21][N:20]=[C:19]([CH2:22][NH:23][S:42]([C:35]4[CH:36]=[CH:37][CH:38]=[C:39]([O:40][CH3:41])[C:34]=4[O:33][CH3:32])(=[O:44])=[O:43])[N:18]=3)=[N:9]2)[CH:5]=[CH:4][N:3]=[CH:2]1. The catalyst class is: 6.